Dataset: Full USPTO retrosynthesis dataset with 1.9M reactions from patents (1976-2016). Task: Predict the reactants needed to synthesize the given product. (1) Given the product [Br:15][C:16]1[CH:17]=[CH:18][C:19]([F:24])=[C:20]([CH2:22][N:26]2[C:27](=[O:34])[C:28]3[C:33](=[CH:32][CH:31]=[CH:30][CH:29]=3)[C:25]2=[O:35])[CH:21]=1, predict the reactants needed to synthesize it. The reactants are: CC(OC(/N=N/C(OC(C)C)=O)=O)C.[Br:15][C:16]1[CH:17]=[CH:18][C:19]([F:24])=[C:20]([CH2:22]O)[CH:21]=1.[C:25]1(=[O:35])[C:33]2[C:28](=[CH:29][CH:30]=[CH:31][CH:32]=2)[C:27](=[O:34])[NH:26]1.C1C=CC(P(C2C=CC=CC=2)C2C=CC=CC=2)=CC=1. (2) Given the product [OH:8]/[C:3](=[CH:21]\[C:20](=[O:22])[C:17]1[CH:18]=[CH:19][C:14]([S:13][CH3:12])=[CH:15][CH:16]=1)/[C:4]([O:6][CH3:7])=[O:5], predict the reactants needed to synthesize it. The reactants are: CO[C:3](=[O:8])[C:4]([O:6][CH3:7])=[O:5].C[O-].[Na+].[CH3:12][S:13][C:14]1[CH:19]=[CH:18][C:17]([C:20](=[O:22])[CH3:21])=[CH:16][CH:15]=1.Cl. (3) Given the product [CH:1]1([C:4]#[C:5][C:6]2[CH:16]=[CH:15][C:9]([C:10]([OH:12])=[O:11])=[CH:8][C:7]=2[O:17][CH2:18][CH:19]2[CH2:21][CH2:20]2)[CH2:2][CH2:3]1, predict the reactants needed to synthesize it. The reactants are: [CH:1]1([C:4]#[C:5][C:6]2[CH:16]=[CH:15][C:9]([C:10]([O:12]CC)=[O:11])=[CH:8][C:7]=2[O:17][CH2:18][CH:19]2[CH2:21][CH2:20]2)[CH2:3][CH2:2]1.[Li+].[OH-].CO.